From a dataset of Forward reaction prediction with 1.9M reactions from USPTO patents (1976-2016). Predict the product of the given reaction. Given the reactants [C:1]([C:3]1[C:4]([C:17]([F:20])([F:19])[F:18])=[C:5]2[C:9](=[CH:10][CH:11]=1)[N:8]([CH2:12][C:13](=[NH:16])[NH:14][OH:15])[CH:7]=[CH:6]2)#[N:2].[Br:21][C:22]1[CH:23]=[C:24]([CH:28]=[CH:29][C:30]=1[F:31])[C:25](O)=O, predict the reaction product. The product is: [Br:21][C:22]1[CH:23]=[C:24]([C:25]2[O:15][N:14]=[C:13]([CH2:12][N:8]3[C:9]4[C:5](=[C:4]([C:17]([F:19])([F:20])[F:18])[C:3]([C:1]#[N:2])=[CH:11][CH:10]=4)[CH:6]=[CH:7]3)[N:16]=2)[CH:28]=[CH:29][C:30]=1[F:31].